From a dataset of Reaction yield outcomes from USPTO patents with 853,638 reactions. Predict the reaction yield, written as a fraction of the theoretical maximum amount of product (1.0 means a 100% yield; for example, 0.34 means a 34% yield). (1) The reactants are [CH3:1][O:2][C:3]1[CH:4]=[C:5]2[C:10](=[CH:11][C:12]=1[O:13][CH3:14])[N:9]=[CH:8][N:7]=[C:6]2[O:15][C:16]1[CH:22]=[CH:21][C:19]([NH2:20])=[C:18]([N+:23]([O-:25])=[O:24])[CH:17]=1.Cl[C:27](Cl)([O:29]C(=O)OC(Cl)(Cl)Cl)Cl.[Cl:38][C:39]1[CH:51]=[CH:50][CH:49]=[CH:48][C:40]=1[CH2:41][N:42]1[CH2:46][CH2:45][CH:44]([NH2:47])[CH2:43]1.C(=O)([O-])O.[Na+]. The catalyst is C(N(CC)CC)C.C(Cl)(Cl)Cl. The product is [Cl:38][C:39]1[CH:51]=[CH:50][CH:49]=[CH:48][C:40]=1[CH2:41][N:42]1[CH2:46][CH2:45][CH:44]([NH:47][C:27]([NH:20][C:19]2[CH:21]=[CH:22][C:16]([O:15][C:6]3[C:5]4[C:10](=[CH:11][C:12]([O:13][CH3:14])=[C:3]([O:2][CH3:1])[CH:4]=4)[N:9]=[CH:8][N:7]=3)=[CH:17][C:18]=2[N+:23]([O-:25])=[O:24])=[O:29])[CH2:43]1. The yield is 0.390. (2) The reactants are [C:1](=[O:61])([O:3][C@@H:4]([C@@H:55]([CH3:60])/[CH:56]=[CH:57]\[CH:58]=[CH2:59])[C@@H:5]([CH3:54])[C@H:6]([O:44]CC1C=CC(OC)=CC=1)[CH2:7][CH2:8]/[CH:9]=[CH:10]\[C@H:11]([CH3:43])[C@H:12]([O:33]CC1C=CC(OC)=CC=1)[C@@H:13]([CH3:32])/[CH:14]=[CH:15]\[CH2:16][CH2:17][C@H:18]1[C@H:23]([CH3:24])[C@H:22]([O:25][CH2:26][O:27][CH3:28])[C@@H:21]([CH3:29])[C@H:20]([O:30][CH3:31])[O:19]1)[NH2:2].C(=O)(O[C@@H]([C@@H](C)/C=C\C=C)[C@@H](C)[C@H](O)CC/C=C\[C@H](C)[C@H](O)[C@@H](C)/C=C\CC[C@H]1[C@@H](C)[C@H](O)[C@@H](C)C(=O)O1)N. The catalyst is CCOC(C)=O.CCCCCC. The product is [C:1](=[O:61])([O:3][C@@H:4]([C@@H:55]([CH3:60])/[CH:56]=[CH:57]\[CH:58]=[CH2:59])[C@@H:5]([CH3:54])[C@H:6]([OH:44])[CH2:7][CH2:8]/[CH:9]=[CH:10]\[C@H:11]([CH3:43])[C@H:12]([OH:33])[C@@H:13]([CH3:32])/[CH:14]=[CH:15]\[CH2:16][CH2:17][C@H:18]1[C@H:23]([CH3:24])[C@H:22]([O:25][CH2:26][O:27][CH3:28])[C@@H:21]([CH3:29])[C@H:20]([O:30][CH3:31])[O:19]1)[NH2:2]. The yield is 0.920. (3) The reactants are Cl.[CH2:2]([C:4]1[S:24][C:7]2[N:8]=[C:9]([S:18][CH2:19][C:20]([O:22][CH3:23])=[O:21])[N:10]=[C:11]([N:12]3[CH2:17][CH2:16][NH:15][CH2:14][CH2:13]3)[C:6]=2[CH:5]=1)[CH3:3].C(N(C(C)C)CC)(C)C.[CH3:34][O:35][C:36]1[CH:41]=[CH:40][C:39]([C:42]2[C:46]([C:47](O)=[O:48])=[C:45]([CH3:50])[O:44][N:43]=2)=[CH:38][CH:37]=1.CN(C(ON1N=NC2C=CC=NC1=2)=[N+](C)C)C.F[P-](F)(F)(F)(F)F. The catalyst is CN(C=O)C. The product is [CH2:2]([C:4]1[S:24][C:7]2[N:8]=[C:9]([S:18][CH2:19][C:20]([O:22][CH3:23])=[O:21])[N:10]=[C:11]([N:12]3[CH2:17][CH2:16][N:15]([C:47]([C:46]4[C:42]([C:39]5[CH:40]=[CH:41][C:36]([O:35][CH3:34])=[CH:37][CH:38]=5)=[N:43][O:44][C:45]=4[CH3:50])=[O:48])[CH2:14][CH2:13]3)[C:6]=2[CH:5]=1)[CH3:3]. The yield is 0.440. (4) The reactants are [Cl:1][C:2]([F:13])([F:12])[C:3]1[N:8]=[CH:7][C:6]([CH:9](O)[CH3:10])=[CH:5][CH:4]=1.S(Cl)([Cl:16])=O. The catalyst is C(Cl)Cl. The product is [Cl:1][C:2]([F:13])([F:12])[C:3]1[CH:4]=[CH:5][C:6]([CH:9]([Cl:16])[CH3:10])=[CH:7][N:8]=1. The yield is 0.980. (5) The yield is 0.530. The product is [CH3:1][O:2][C:3](=[O:36])[NH:4][CH:5]([C:9]([N:11]1[CH2:15][CH2:14][CH2:13][CH:12]1[C:16]1[NH:17][C:18]([C:21]2[CH:22]=[CH:23][C:24]([C:41]3[CH:42]=[CH:43][C:38]([Br:37])=[CH:39][CH:40]=3)=[CH:25][CH:26]=2)=[CH:19][N:20]=1)=[O:10])[CH:6]([CH3:7])[CH3:8]. The catalyst is C(COC)OC.C1C=CC([P]([Pd]([P](C2C=CC=CC=2)(C2C=CC=CC=2)C2C=CC=CC=2)([P](C2C=CC=CC=2)(C2C=CC=CC=2)C2C=CC=CC=2)[P](C2C=CC=CC=2)(C2C=CC=CC=2)C2C=CC=CC=2)(C2C=CC=CC=2)C2C=CC=CC=2)=CC=1. The reactants are [CH3:1][O:2][C:3](=[O:36])[NH:4][CH:5]([C:9]([N:11]1[CH2:15][CH2:14][CH2:13][CH:12]1[C:16]1[NH:17][C:18]([C:21]2[CH:26]=[CH:25][C:24](B3OC(C)(C)C(C)(C)O3)=[CH:23][CH:22]=2)=[CH:19][N:20]=1)=[O:10])[CH:6]([CH3:8])[CH3:7].[Br:37][C:38]1[CH:43]=[CH:42][C:41](Br)=[CH:40][CH:39]=1.C([O-])([O-])=O.[K+].[K+].N#N.